From a dataset of Reaction yield outcomes from USPTO patents with 853,638 reactions. Predict the reaction yield, written as a fraction of the theoretical maximum amount of product (1.0 means a 100% yield; for example, 0.34 means a 34% yield). (1) The reactants are [ClH:1].Cl.Cl.[CH3:4][N:5]([C:7]1[CH:12]=[CH:11][C:10]([C@H:13]2[CH2:18][NH:17][CH2:16][CH2:15][NH:14]2)=[CH:9][CH:8]=1)[CH3:6].C(N(CC)CC)C.[Cl:26][C:27]1[N:32]([CH3:33])[C:31](=[O:34])[CH:30]=[C:29]([C:35]2[CH:40]=[CH:39][N:38]=[CH:37][CH:36]=2)[N:28]=1. The catalyst is O1CCCC1. The product is [ClH:26].[ClH:1].[ClH:26].[CH3:6][N:5]([C:7]1[CH:8]=[CH:9][C:10]([C@@H:13]2[NH:14][CH2:15][CH2:16][N:17]([C:27]3[N:32]([CH3:33])[C:31](=[O:34])[CH:30]=[C:29]([C:35]4[CH:36]=[CH:37][N:38]=[CH:39][CH:40]=4)[N:28]=3)[CH2:18]2)=[CH:11][CH:12]=1)[CH3:4]. The yield is 0.810. (2) The reactants are Cl.[NH:2]([C:4]1[CH:9]=[C:8]([C:10]#[N:11])[CH:7]=[CH:6][N:5]=1)[NH2:3].CN(C)/[CH:14]=[CH:15]/[C:16]([C:18]1[CH:23]=[CH:22][CH:21]=[C:20]([CH3:24])[CH:19]=1)=O. No catalyst specified. The product is [CH3:24][C:20]1[CH:19]=[C:18]([C:16]2[N:2]([C:4]3[CH:9]=[C:8]([C:10]#[N:11])[CH:7]=[CH:6][N:5]=3)[N:3]=[CH:14][CH:15]=2)[CH:23]=[CH:22][CH:21]=1. The yield is 1.00.